From a dataset of Reaction yield outcomes from USPTO patents with 853,638 reactions. Predict the reaction yield, written as a fraction of the theoretical maximum amount of product (1.0 means a 100% yield; for example, 0.34 means a 34% yield). (1) The reactants are [Br:1][C:2]1[CH:7]=[CH:6][C:5]([C:8]([CH3:12])([CH3:11])[CH:9]=[O:10])=[CH:4][CH:3]=1.C(=O)([O-])[O-].S([CH2:27][N+:28]#[C-:29])(C1C=CC(C)=CC=1)(=O)=O. The catalyst is CO. The product is [Br:1][C:2]1[CH:3]=[CH:4][C:5]([C:8]([C:9]2[O:10][CH:29]=[N:28][CH:27]=2)([CH3:12])[CH3:11])=[CH:6][CH:7]=1. The yield is 0.460. (2) The reactants are C([O:9][C@@H:10]1[C@@H:17]2[C@@H:13]([NH:14][O:15][CH2:16]2)[C@H:12]([F:18])[C@H:11]1[O:19][CH2:20][C:21]1[CH:26]=[CH:25][CH:24]=[CH:23][CH:22]=1)(=O)C1C=CC=CC=1.C[O-].[Na+].[Cl-].[NH4+].[C:32](=[O:35])([O-])[OH:33].[Na+]. The catalyst is CO. The product is [CH2:20]([O:19][C@@H:11]1[C@@H:12]([F:18])[C@@H:13]2[N:14]([C:32]([O:33][CH2:20][C:21]3[CH:26]=[CH:25][CH:24]=[CH:23][CH:22]=3)=[O:35])[O:15][CH2:16][C@@H:17]2[C@H:10]1[OH:9])[C:21]1[CH:22]=[CH:23][CH:24]=[CH:25][CH:26]=1. The yield is 0.970. (3) The reactants are [C:1]([N:8]1[CH2:13][CH2:12][NH:11][CH2:10][CH2:9]1)([O:3][C:4]([CH3:7])([CH3:6])[CH3:5])=[O:2].Cl[CH2:15][C:16]1[N:20]=[CH:19][O:18][N:17]=1.C(N(CC)CC)C. The yield is 0.670. The catalyst is C(Cl)Cl. The product is [O:18]1[CH:19]=[N:20][C:16]([CH2:15][N:11]2[CH2:10][CH2:9][N:8]([C:1]([O:3][C:4]([CH3:7])([CH3:6])[CH3:5])=[O:2])[CH2:13][CH2:12]2)=[N:17]1. (4) The reactants are [CH3:1]C([O-])(C)C.[K+].[F:7][C:8]1[CH:9]=[C:10]([CH:13]=[C:14]([F:27])[C:15]=1[O:16][C:17]1[CH:18]=[N:19][C:20]([C:23]([F:26])([F:25])[F:24])=[N:21][CH:22]=1)[CH:11]=O.[NH4+].[Cl-]. The catalyst is [Br-].C[P+](C1C=CC=CC=1)(C1C=CC=CC=1)C1C=CC=CC=1.C1COCC1. The product is [F:7][C:8]1[CH:9]=[C:10]([CH:11]=[CH2:1])[CH:13]=[C:14]([F:27])[C:15]=1[O:16][C:17]1[CH:18]=[N:19][C:20]([C:23]([F:26])([F:25])[F:24])=[N:21][CH:22]=1. The yield is 0.542. (5) The reactants are F[C:2]1[CH:9]=[CH:8][C:5]([CH:6]=[O:7])=[CH:4][CH:3]=1.C([O-])([O-])=O.[K+].[K+].[NH:16]1[CH:20]=[N:19][CH:18]=[N:17]1. The catalyst is CN(C=O)C.O. The product is [N:16]1([C:2]2[CH:9]=[CH:8][C:5]([CH:6]=[O:7])=[CH:4][CH:3]=2)[CH:20]=[N:19][CH:18]=[N:17]1. The yield is 0.650.